This data is from Full USPTO retrosynthesis dataset with 1.9M reactions from patents (1976-2016). The task is: Predict the reactants needed to synthesize the given product. (1) The reactants are: [Br:1][C:2]1[C:3]([OH:13])=[C:4]([C:10](=[O:12])[CH3:11])[CH:5]=[C:6]([Cl:9])[C:7]=1[CH3:8].C(=O)([O-])[O-].[K+].[K+].I[CH2:21][CH3:22].O. Given the product [Br:1][C:2]1[C:3]([O:13][CH2:21][CH3:22])=[C:4]([C:10](=[O:12])[CH3:11])[CH:5]=[C:6]([Cl:9])[C:7]=1[CH3:8], predict the reactants needed to synthesize it. (2) Given the product [NH2:4][C:5]1[S:6][C:7]([CH2:26][C:27]2[CH:32]=[CH:31][C:30]([S:33]([CH3:36])(=[O:35])=[O:34])=[CH:29][CH:28]=2)=[C:8]([CH2:10][CH2:11][C:12]2[CH:13]=[CH:14][C:15]([NH:18][C:19](=[O:25])[O:20][C:21]([CH3:24])([CH3:23])[CH3:22])=[CH:16][CH:17]=2)[N:9]=1, predict the reactants needed to synthesize it. The reactants are: C([NH:4][C:5]1[S:6][C:7]([CH2:26][C:27]2[CH:32]=[CH:31][C:30]([S:33]([CH3:36])(=[O:35])=[O:34])=[CH:29][CH:28]=2)=[C:8]([CH2:10][CH2:11][C:12]2[CH:17]=[CH:16][C:15]([NH:18][C:19](=[O:25])[O:20][C:21]([CH3:24])([CH3:23])[CH3:22])=[CH:14][CH:13]=2)[N:9]=1)(=O)C.[OH-].[Na+].